Task: Predict the product of the given reaction.. Dataset: Forward reaction prediction with 1.9M reactions from USPTO patents (1976-2016) (1) The product is: [CH3:20][C:18]([CH3:21])([CH3:19])[C:17]([C:16]1[C:10]2[C:11](=[N:12][CH:13]=[C:8]([C:4]3[CH:5]=[CH:6][CH:7]=[C:2]([N:41]4[CH2:42][CH2:43][NH:38][CH:39]([CH3:44])[CH2:40]4)[CH:3]=3)[N:9]=2)[NH:14][CH:15]=1)=[O:22]. Given the reactants I[C:2]1[CH:3]=[C:4]([C:8]2[N:9]=[C:10]3[C:16]([C:17](=[O:22])[C:18]([CH3:21])([CH3:20])[CH3:19])=[CH:15][N:14](COCC[Si](C)(C)C)[C:11]3=[N:12][CH:13]=2)[CH:5]=[CH:6][CH:7]=1.C(OC([N:38]1[CH2:43][CH2:42][NH:41][CH2:40][CH:39]1[CH3:44])=O)(C)(C)C, predict the reaction product. (2) Given the reactants Br[C:2]1[CH:3]=[CH:4][C:5](I)=[N:6][CH:7]=1.C([Mg]Cl)(C)C.[C:14]1(=[O:18])[CH2:17][CH2:16][CH2:15]1.C([Li])CCC.[CH2:24]([Sn:28](Cl)([CH2:33][CH2:34][CH2:35][CH3:36])[CH2:29][CH2:30][CH2:31][CH3:32])[CH2:25][CH2:26][CH3:27], predict the reaction product. The product is: [CH2:33]([Sn:28]([CH2:24][CH2:25][CH2:26][CH3:27])([CH2:29][CH2:30][CH2:31][CH3:32])[C:2]1[CH:3]=[CH:4][C:5]([C:14]2([OH:18])[CH2:17][CH2:16][CH2:15]2)=[N:6][CH:7]=1)[CH2:34][CH2:35][CH3:36]. (3) Given the reactants [Br:1][C:2]1[C:3]([OH:22])=[C:4]([C:9]([CH2:12][S:13][C:14]2[CH:19]=[CH:18][CH:17]=[CH:16][C:15]=2OC)=[CH:10][CH:11]=1)[C:5]([O:7][CH3:8])=[O:6].Br[C:24]1C(OC)=C(C(CBr)=CC=1)C(OC)=O.C1(S)CCCCC1, predict the reaction product. The product is: [Br:1][C:2]1[C:3]([O:22][CH3:24])=[C:4]([C:9]([CH2:12][S:13][CH:14]2[CH2:15][CH2:16][CH2:17][CH2:18][CH2:19]2)=[CH:10][CH:11]=1)[C:5]([O:7][CH3:8])=[O:6]. (4) Given the reactants CO[C:3](=[O:39])[NH:4][CH:5](C1C=CC=CC=1)[C:6](=[O:32])[N:7]1[CH2:11][CH2:10][CH2:9][CH:8]1[C:12]1[NH:13][C:14]([C:17]2[CH:22]=[CH:21][C:20](B3OC(C)(C)C(C)(C)O3)=[CH:19][CH:18]=2)=[CH:15][N:16]=1.[CH3:40][O:41][C:42](=[O:69])[NH:43][CH:44]([C:48]([N:50]1[CH2:54][CH2:53][CH2:52][CH:51]1[C:55]1[NH:56][C:57]([C:60]2[S:64][CH:63]3[CH:65]=[C:66](Br)[S:67][CH:62]3[CH:61]=2)=[CH:58][N:59]=1)=[O:49])[CH:45]([CH3:47])[CH3:46].[C:70]([O-:73])([O-])=O.[K+].[K+], predict the reaction product. The product is: [CH3:40][O:41][C:42](=[O:69])[NH:43][CH:44]([C:48]([N:50]1[CH2:54][CH2:53][CH2:52][CH:51]1[C:55]1[NH:56][C:57]([C:60]2[S:64][CH:63]3[CH:65]=[C:66]([C:20]4[CH:21]=[CH:22][C:17]([C:14]5[NH:13][C:12]([CH:8]6[CH2:9][CH2:10][CH2:11][N:7]6[C:6](=[O:32])[CH:5]([NH:4][CH2:3][O:39][O:73][CH3:70])[C:17]6[CH:22]=[CH:21][CH:20]=[CH:19][CH:18]=6)=[N:16][CH:15]=5)=[CH:18][CH:19]=4)[S:67][CH:62]3[CH:61]=2)=[CH:58][N:59]=1)=[O:49])[CH:45]([CH3:47])[CH3:46]. (5) Given the reactants [CH3:1][N:2]([CH3:15])[C@H:3]([CH3:14])[CH2:4][O:5][C:6]1[CH:7]=[C:8]([CH3:13])[C:9]([Cl:12])=[N:10][CH:11]=1.O.[C:17]1([CH3:27])[CH:22]=[CH:21][C:20]([S:23]([OH:26])(=[O:25])=[O:24])=[CH:19][CH:18]=1.C(OCC)C, predict the reaction product. The product is: [C:17]1([CH3:27])[CH:18]=[CH:19][C:20]([S:23]([OH:26])(=[O:24])=[O:25])=[CH:21][CH:22]=1.[CH3:1][N:2]([CH3:15])[C@H:3]([CH3:14])[CH2:4][O:5][C:6]1[CH:7]=[C:8]([CH3:13])[C:9]([Cl:12])=[N:10][CH:11]=1. (6) Given the reactants [CH:1]([C:4]1[C:13]2[C:8](=[CH:9][C:10]([O:16][CH3:17])=[C:11]([O:14][CH3:15])[CH:12]=2)[CH:7]=[C:6]([OH:18])[N:5]=1)([CH3:3])[CH3:2].Cl.Cl[CH2:21][C:22]1[C:23]([NH:35][CH2:36][CH3:37])=[N:24][C:25]2[C:30]([CH:31]=1)=[CH:29][C:28]([O:32][CH2:33][CH3:34])=[CH:27][CH:26]=2.[Li+].[OH-], predict the reaction product. The product is: [CH2:33]([O:32][C:28]1[CH:29]=[C:30]2[C:25](=[CH:26][CH:27]=1)[N:24]=[C:23]([NH:35][CH2:36][CH3:37])[C:22]([CH2:21][C:7]1[C:8]3[C:13](=[CH:12][C:11]([O:14][CH3:15])=[C:10]([O:16][CH3:17])[CH:9]=3)[C:4]([CH:1]([CH3:3])[CH3:2])=[N:5][C:6]=1[OH:18])=[CH:31]2)[CH3:34].